The task is: Predict the product of the given reaction.. This data is from Forward reaction prediction with 1.9M reactions from USPTO patents (1976-2016). (1) Given the reactants [N:1]1([C:7]2[CH:8]=[CH:9][C:10]3[N:11]([C:13]([C:16]([F:19])([F:18])[F:17])=[N:14][N:15]=3)[N:12]=2)[CH2:6][CH2:5][NH:4][CH2:3][CH2:2]1.[CH:20]([C:22]1[CH:31]=[CH:30][C:25]([C:26]([O:28][CH3:29])=[O:27])=[CH:24][CH:23]=1)=O, predict the reaction product. The product is: [F:19][C:16]([F:17])([F:18])[C:13]1[N:11]2[N:12]=[C:7]([N:1]3[CH2:2][CH2:3][N:4]([CH2:20][C:22]4[CH:31]=[CH:30][C:25]([C:26]([O:28][CH3:29])=[O:27])=[CH:24][CH:23]=4)[CH2:5][CH2:6]3)[CH:8]=[CH:9][C:10]2=[N:15][N:14]=1. (2) Given the reactants [C:1]1([S:7]([CH2:10][C:11]2[C:16]([C:17]([O:19][CH2:20]C)=[O:18])=[C:15]([O:22][CH2:23][CH2:24]NC(OC(C)(C)C)=O)[C:14]([C:33]3[CH:37]=[CH:36][O:35][CH:34]=3)=[CH:13][CH:12]=2)(=[O:9])=[O:8])[CH:6]=[CH:5][CH:4]=[CH:3][CH:2]=1.C1(S(CC2C(C(OC)=O)=C(O)C(C3C=COC=3)=CC=2)(=O)=O)C=CC=CC=1.[C:64]([O:68][C:69]([NH:71][CH2:72]CCBr)=[O:70])([CH3:67])([CH3:66])[CH3:65], predict the reaction product. The product is: [C:1]1([S:7]([CH2:10][C:11]2[C:16]([C:17]([O:19][CH3:20])=[O:18])=[C:15]([O:22][CH2:23][CH2:24][CH2:72][NH:71][C:69]([O:68][C:64]([CH3:67])([CH3:66])[CH3:65])=[O:70])[C:14]([C:33]3[CH:37]=[CH:36][O:35][CH:34]=3)=[CH:13][CH:12]=2)(=[O:8])=[O:9])[CH:6]=[CH:5][CH:4]=[CH:3][CH:2]=1. (3) Given the reactants [C:1]([C:3]1[CH:4]=[C:5]([CH:9]=[CH:10][CH:11]=1)[C:6](Cl)=[O:7])#[N:2].[NH2:12][C:13]1[CH:14]=[C:15]([CH:31]=[CH:32][CH:33]=1)[CH2:16][O:17][C:18]1[CH:23]=[CH:22][C:21]([C:24](=[O:26])[CH3:25])=[C:20]([OH:27])[C:19]=1[CH2:28][CH2:29][CH3:30].C(N(CC)CC)C, predict the reaction product. The product is: [C:24]([C:21]1[CH:22]=[CH:23][C:18]([O:17][CH2:16][C:15]2[CH:14]=[C:13]([NH:12][C:6](=[O:7])[C:5]3[CH:9]=[CH:10][CH:11]=[C:3]([C:1]#[N:2])[CH:4]=3)[CH:33]=[CH:32][CH:31]=2)=[C:19]([CH2:28][CH2:29][CH3:30])[C:20]=1[OH:27])(=[O:26])[CH3:25]. (4) Given the reactants [S:1]1[C:5]([C:6]([C:8]2[C:16]3[C:11](=[CH:12][CH:13]=[CH:14][CH:15]=3)[N:10]([C@@H:17]3[O:34][C@H:33]([CH2:35][O:36][C:37](=[O:39])[CH3:38])[C@@H:28]([O:29][C:30](=[O:32])[CH3:31])[C@H:23]([O:24][C:25](=[O:27])[CH3:26])[C@H:18]3[O:19][C:20](=[O:22])[CH3:21])[CH:9]=2)=O)=[CH:4][C:3]2[CH:40]=[CH:41][CH:42]=[CH:43][C:2]1=2.[BH4-].[Na+], predict the reaction product. The product is: [C:20]([O:19][C@@H:18]1[C@@H:23]([O:24][C:25](=[O:27])[CH3:26])[C@H:28]([O:29][C:30](=[O:32])[CH3:31])[C@@H:33]([CH2:35][O:36][C:37](=[O:39])[CH3:38])[O:34][C@H:17]1[N:10]1[C:11]2[C:16](=[CH:15][CH:14]=[CH:13][CH:12]=2)[C:8]([CH2:6][C:5]2[S:1][C:2]3[CH:43]=[CH:42][CH:41]=[CH:40][C:3]=3[CH:4]=2)=[CH:9]1)(=[O:22])[CH3:21]. (5) Given the reactants [CH2:1]1[C:5]2([CH2:10][CH2:9][NH:8][CH2:7][CH2:6]2)[CH2:4][CH2:3][N:2]1[C:11]([O:13][C:14]([CH3:17])([CH3:16])[CH3:15])=[O:12].Br[C:19]1[CH:24]=[CH:23][C:22]([C:25]([F:28])([F:27])[F:26])=[CH:21][CH:20]=1.C1C=CC(P(C2C(C3C(P(C4C=CC=CC=4)C4C=CC=CC=4)=CC=C4C=3C=CC=C4)=C3C(C=CC=C3)=CC=2)C2C=CC=CC=2)=CC=1, predict the reaction product. The product is: [F:26][C:25]([F:28])([F:27])[C:22]1[CH:23]=[CH:24][C:19]([N:8]2[CH2:7][CH2:6][C:5]3([CH2:1][N:2]([C:11]([O:13][C:14]([CH3:17])([CH3:16])[CH3:15])=[O:12])[CH2:3][CH2:4]3)[CH2:10][CH2:9]2)=[CH:20][CH:21]=1.